Dataset: Full USPTO retrosynthesis dataset with 1.9M reactions from patents (1976-2016). Task: Predict the reactants needed to synthesize the given product. (1) Given the product [C:1]([O:5][C:6]([NH:8][CH2:9][C@@H:10]1[CH2:16][CH2:15][C@@H:14]2[CH2:17][N:11]1[C:12](=[O:26])[N:13]2[OH:18])=[O:7])([CH3:4])([CH3:2])[CH3:3], predict the reactants needed to synthesize it. The reactants are: [C:1]([O:5][C:6]([NH:8][CH2:9][C@@H:10]1[CH2:16][CH2:15][C@@H:14]2[CH2:17][N:11]1[C:12](=[O:26])[N:13]2[O:18]CC1C=CC=CC=1)=[O:7])([CH3:4])([CH3:3])[CH3:2].[H][H]. (2) Given the product [F:1][C:2]1[CH:3]=[C:4]([CH:19]=[CH:20][C:21]=1[O:22][CH3:23])[CH2:5][CH:6]1[CH2:11][CH2:10][N:9]([C:12]([O:14][C:15]([CH3:18])([CH3:17])[CH3:16])=[O:13])[CH2:8][CH2:7]1, predict the reactants needed to synthesize it. The reactants are: [F:1][C:2]1[CH:3]=[C:4]([CH:19]=[CH:20][C:21]=1[O:22][CH3:23])[CH:5]=[C:6]1[CH2:11][CH2:10][N:9]([C:12]([O:14][C:15]([CH3:18])([CH3:17])[CH3:16])=[O:13])[CH2:8][CH2:7]1.[H][H]. (3) Given the product [Cl:17][C:18]1[C:19]([CH2:47][N:48]2[CH2:49][CH2:50][N:51]([CH2:11][C:12]([F:15])([F:14])[F:13])[CH2:52][CH2:53]2)=[C:20]([C:43]([F:46])([F:44])[F:45])[CH:21]=[C:22]2[C:27]=1[NH:26][C:25](=[O:28])[N:24]([CH2:29][C:30]1[CH:35]=[C:34]([Cl:36])[CH:33]=[CH:32][C:31]=1[S:37]([CH2:40][CH3:41])(=[O:39])=[O:38])[C:23]2=[O:42], predict the reactants needed to synthesize it. The reactants are: C1(C)C=CC(S(O[CH2:11][C:12]([F:15])([F:14])[F:13])(=O)=O)=CC=1.[Cl:17][C:18]1[C:19]([CH2:47][N:48]2[CH2:53][CH2:52][NH:51][CH2:50][CH2:49]2)=[C:20]([C:43]([F:46])([F:45])[F:44])[CH:21]=[C:22]2[C:27]=1[NH:26][C:25](=[O:28])[N:24]([CH2:29][C:30]1[CH:35]=[C:34]([Cl:36])[CH:33]=[CH:32][C:31]=1[S:37]([CH2:40][CH3:41])(=[O:39])=[O:38])[C:23]2=[O:42].CCN(C(C)C)C(C)C. (4) Given the product [F:1][C@H:2]1[CH2:19][C@@:17]2([CH3:18])[C@@H:13]([CH2:14][CH2:15][C:16]2=[O:20])[C@H:12]2[C@H:3]1[C@@H:4]1[C:9](=[CH:10][C@H:11]2[CH3:21])[CH:8]=[C:7]([O:22][CH3:27])[CH2:6][CH2:5]1, predict the reactants needed to synthesize it. The reactants are: [F:1][C@H:2]1[CH2:19][C@@:17]2([CH3:18])[C@@H:13]([CH2:14][CH2:15][C:16]2=[O:20])[C@H:12]2[C@H:3]1[C@@H:4]1[C:9]([CH2:10][C@H:11]2[CH3:21])=[CH:8][C:7](=[O:22])[CH2:6][CH2:5]1.S([C:27]1C=CC(C)=CC=1)([O-])(=O)=O.[NH+]1C=CC=CC=1. (5) The reactants are: [C:1]1(=[O:11])[CH:10]2[N:5]([CH2:6][CH2:7][CH2:8][CH2:9]2)[CH2:4][CH2:3][CH2:2]1.[BH4-].[Na+].C(Cl)Cl.CO. Given the product [CH:1]1([OH:11])[CH:10]2[N:5]([CH2:6][CH2:7][CH2:8][CH2:9]2)[CH2:4][CH2:3][CH2:2]1, predict the reactants needed to synthesize it. (6) Given the product [F:1][C@@H:2]1[CH2:6][NH:5][C@H:4]([C:14]([NH:15][C@@H:16]2[C@@H:23]3[C@@H:19]([CH2:20][N:21]([C:24]4[CH:29]=[CH:28][CH:27]=[C:26]([C:30]([F:33])([F:32])[F:31])[CH:25]=4)[CH2:22]3)[CH2:18][CH2:17]2)=[O:34])[CH2:3]1, predict the reactants needed to synthesize it. The reactants are: [F:1][C@H:2]1[CH2:6][N:5](C(OC(C)(C)C)=O)[C@H:4]([C:14](=[O:34])[NH:15][C@@H:16]2[C@@H:23]3[C@@H:19]([CH2:20][N:21]([C:24]4[CH:29]=[CH:28][CH:27]=[C:26]([C:30]([F:33])([F:32])[F:31])[CH:25]=4)[CH2:22]3)[CH2:18][CH2:17]2)[CH2:3]1.Cl.O1CCOCC1. (7) The reactants are: [Br:1][C:2]1[CH:3]=[CH:4][C:5]2[NH:11][C:10]3[N:12]=[C:13]([C:16]([F:19])([F:18])[F:17])[CH:14]=[CH:15][C:9]=3[CH2:8][NH:7][C:6]=2[CH:20]=1.[C:21]([C:25]1[CH:30]=[CH:29][C:28]([S:31](Cl)(=[O:33])=[O:32])=[CH:27][CH:26]=1)([CH3:24])([CH3:23])[CH3:22].N1C=CC=CC=1. Given the product [Br:1][C:2]1[CH:3]=[CH:4][C:5]2[NH:11][C:10]3[N:12]=[C:13]([C:16]([F:19])([F:17])[F:18])[CH:14]=[CH:15][C:9]=3[CH2:8][N:7]([S:31]([C:28]3[CH:29]=[CH:30][C:25]([C:21]([CH3:24])([CH3:23])[CH3:22])=[CH:26][CH:27]=3)(=[O:33])=[O:32])[C:6]=2[CH:20]=1, predict the reactants needed to synthesize it. (8) The reactants are: [F:1][C:2]1[CH:7]=[C:6]([CH3:8])[CH:5]=[CH:4][C:3]=1[NH:9][C:10]1[C:19]2[C:14](=[CH:15][C:16]([O:26][CH3:27])=[C:17]([CH:20]3[CH2:25][CH2:24][NH:23][CH2:22][CH2:21]3)[CH:18]=2)[N:13]=[CH:12][C:11]=1[C:28]([O:30][CH2:31][CH3:32])=[O:29].[Si:33]([O:40][CH2:41][CH:42]=O)([C:36]([CH3:39])([CH3:38])[CH3:37])([CH3:35])[CH3:34].C(O[BH-](OC(=O)C)OC(=O)C)(=O)C.[Na+]. Given the product [Si:33]([O:40][CH2:41][CH2:42][N:23]1[CH2:22][CH2:21][CH:20]([C:17]2[CH:18]=[C:19]3[C:14](=[CH:15][C:16]=2[O:26][CH3:27])[N:13]=[CH:12][C:11]([C:28]([O:30][CH2:31][CH3:32])=[O:29])=[C:10]3[NH:9][C:3]2[CH:4]=[CH:5][C:6]([CH3:8])=[CH:7][C:2]=2[F:1])[CH2:25][CH2:24]1)([C:36]([CH3:39])([CH3:38])[CH3:37])([CH3:35])[CH3:34], predict the reactants needed to synthesize it. (9) Given the product [Cl:1][C:2]1[CH:10]=[C:9]2[C:5]([C:6]([C:11]3[N:16]=[C:15]4[C:17]([C:20]([NH:23][C:24]([CH3:28])([CH3:27])[CH2:25][OH:26])=[O:21])=[CH:18][NH:19][C:14]4=[N:13][CH:12]=3)=[N:7][NH:8]2)=[CH:4][CH:3]=1, predict the reactants needed to synthesize it. The reactants are: [Cl:1][C:2]1[CH:10]=[C:9]2[C:5]([C:6]([C:11]3[N:16]=[C:15]4[C:17]([C:20](O)=[O:21])=[CH:18][NH:19][C:14]4=[N:13][CH:12]=3)=[N:7][NH:8]2)=[CH:4][CH:3]=1.[NH2:23][C:24]([CH3:28])([CH3:27])[CH2:25][OH:26].CCN=C=NCCCN(C)C.C1C=CC2N(O)N=NC=2C=1.CCN(C(C)C)C(C)C.